Dataset: Reaction yield outcomes from USPTO patents with 853,638 reactions. Task: Predict the reaction yield, written as a fraction of the theoretical maximum amount of product (1.0 means a 100% yield; for example, 0.34 means a 34% yield). The yield is 0.590. The product is [Br:1][C:2]1[CH:3]=[C:4]([O:9][CH2:22][C:21]2[CH:24]=[CH:25][C:18]([O:17][CH3:16])=[CH:19][CH:20]=2)[CH:5]=[C:6]([I:8])[CH:7]=1. The reactants are [Br:1][C:2]1[CH:3]=[C:4]([OH:9])[CH:5]=[C:6]([I:8])[CH:7]=1.C(=O)([O-])[O-].[K+].[K+].[CH3:16][O:17][C:18]1[CH:25]=[CH:24][C:21]([CH2:22]Cl)=[CH:20][CH:19]=1. The catalyst is CN(C=O)C.C(OC)(C)(C)C.O.COC1C=CC(CCl)=CC=1.